From a dataset of NCI-60 drug combinations with 297,098 pairs across 59 cell lines. Regression. Given two drug SMILES strings and cell line genomic features, predict the synergy score measuring deviation from expected non-interaction effect. (1) Drug 1: CNC(=O)C1=CC=CC=C1SC2=CC3=C(C=C2)C(=NN3)C=CC4=CC=CC=N4. Drug 2: CN1CCC(CC1)COC2=C(C=C3C(=C2)N=CN=C3NC4=C(C=C(C=C4)Br)F)OC. Cell line: MDA-MB-231. Synergy scores: CSS=6.19, Synergy_ZIP=1.45, Synergy_Bliss=0.709, Synergy_Loewe=-4.72, Synergy_HSA=-2.60. (2) Drug 1: CC1OCC2C(O1)C(C(C(O2)OC3C4COC(=O)C4C(C5=CC6=C(C=C35)OCO6)C7=CC(=C(C(=C7)OC)O)OC)O)O. Drug 2: C#CCC(CC1=CN=C2C(=N1)C(=NC(=N2)N)N)C3=CC=C(C=C3)C(=O)NC(CCC(=O)O)C(=O)O. Cell line: OVCAR-5. Synergy scores: CSS=16.5, Synergy_ZIP=-6.48, Synergy_Bliss=-4.79, Synergy_Loewe=-3.02, Synergy_HSA=-3.01. (3) Drug 1: CC1=CC=C(C=C1)C2=CC(=NN2C3=CC=C(C=C3)S(=O)(=O)N)C(F)(F)F. Drug 2: CC1=C(N=C(N=C1N)C(CC(=O)N)NCC(C(=O)N)N)C(=O)NC(C(C2=CN=CN2)OC3C(C(C(C(O3)CO)O)O)OC4C(C(C(C(O4)CO)O)OC(=O)N)O)C(=O)NC(C)C(C(C)C(=O)NC(C(C)O)C(=O)NCCC5=NC(=CS5)C6=NC(=CS6)C(=O)NCCC[S+](C)C)O. Cell line: TK-10. Synergy scores: CSS=8.85, Synergy_ZIP=-3.94, Synergy_Bliss=0.610, Synergy_Loewe=-13.3, Synergy_HSA=-1.99. (4) Drug 1: COC1=CC(=CC(=C1O)OC)C2C3C(COC3=O)C(C4=CC5=C(C=C24)OCO5)OC6C(C(C7C(O6)COC(O7)C8=CC=CS8)O)O. Drug 2: CC1C(C(CC(O1)OC2CC(CC3=C2C(=C4C(=C3O)C(=O)C5=CC=CC=C5C4=O)O)(C(=O)C)O)N)O. Cell line: DU-145. Synergy scores: CSS=44.3, Synergy_ZIP=-7.40, Synergy_Bliss=-9.26, Synergy_Loewe=-8.67, Synergy_HSA=-6.42. (5) Drug 1: CCC1=CC2CC(C3=C(CN(C2)C1)C4=CC=CC=C4N3)(C5=C(C=C6C(=C5)C78CCN9C7C(C=CC9)(C(C(C8N6C)(C(=O)OC)O)OC(=O)C)CC)OC)C(=O)OC.C(C(C(=O)O)O)(C(=O)O)O. Drug 2: COC1=NC(=NC2=C1N=CN2C3C(C(C(O3)CO)O)O)N. Cell line: SK-OV-3. Synergy scores: CSS=31.8, Synergy_ZIP=3.44, Synergy_Bliss=2.63, Synergy_Loewe=-37.3, Synergy_HSA=-0.733. (6) Drug 1: CC1=C(C=C(C=C1)NC2=NC=CC(=N2)N(C)C3=CC4=NN(C(=C4C=C3)C)C)S(=O)(=O)N.Cl. Drug 2: N.N.Cl[Pt+2]Cl. Cell line: SW-620. Synergy scores: CSS=-14.3, Synergy_ZIP=8.17, Synergy_Bliss=0.115, Synergy_Loewe=-9.90, Synergy_HSA=-11.6. (7) Cell line: BT-549. Drug 1: C1=CC(=CC=C1CC(C(=O)O)N)N(CCCl)CCCl.Cl. Drug 2: CC12CCC3C(C1CCC2O)C(CC4=C3C=CC(=C4)O)CCCCCCCCCS(=O)CCCC(C(F)(F)F)(F)F. Synergy scores: CSS=9.09, Synergy_ZIP=-1.53, Synergy_Bliss=1.33, Synergy_Loewe=-1.52, Synergy_HSA=-1.07. (8) Drug 1: CC12CCC3C(C1CCC2=O)CC(=C)C4=CC(=O)C=CC34C. Drug 2: C1=NNC2=C1C(=O)NC=N2. Cell line: SNB-19. Synergy scores: CSS=22.1, Synergy_ZIP=-0.942, Synergy_Bliss=-0.418, Synergy_Loewe=0.969, Synergy_HSA=0.722. (9) Drug 1: CN(C)C1=NC(=NC(=N1)N(C)C)N(C)C. Drug 2: CCCCCOC(=O)NC1=NC(=O)N(C=C1F)C2C(C(C(O2)C)O)O. Cell line: IGROV1. Synergy scores: CSS=1.99, Synergy_ZIP=-0.805, Synergy_Bliss=-0.970, Synergy_Loewe=-1.09, Synergy_HSA=-0.977.